Dataset: NCI-60 drug combinations with 297,098 pairs across 59 cell lines. Task: Regression. Given two drug SMILES strings and cell line genomic features, predict the synergy score measuring deviation from expected non-interaction effect. (1) Drug 1: C1=CC(=CC=C1CCCC(=O)O)N(CCCl)CCCl. Drug 2: CCCCCOC(=O)NC1=NC(=O)N(C=C1F)C2C(C(C(O2)C)O)O. Cell line: SW-620. Synergy scores: CSS=14.4, Synergy_ZIP=-4.13, Synergy_Bliss=-4.75, Synergy_Loewe=-23.6, Synergy_HSA=-6.81. (2) Drug 1: COC1=C(C=C2C(=C1)N=CN=C2NC3=CC(=C(C=C3)F)Cl)OCCCN4CCOCC4. Drug 2: C1C(C(OC1N2C=NC(=NC2=O)N)CO)O. Cell line: UACC-257. Synergy scores: CSS=21.1, Synergy_ZIP=-0.741, Synergy_Bliss=9.68, Synergy_Loewe=7.18, Synergy_HSA=6.54. (3) Drug 1: CC1=C(C=C(C=C1)NC(=O)C2=CC=C(C=C2)CN3CCN(CC3)C)NC4=NC=CC(=N4)C5=CN=CC=C5. Drug 2: C1=CC=C(C(=C1)C(C2=CC=C(C=C2)Cl)C(Cl)Cl)Cl. Cell line: HCT116. Synergy scores: CSS=2.62, Synergy_ZIP=0.848, Synergy_Bliss=-1.76, Synergy_Loewe=-4.10, Synergy_HSA=-3.79. (4) Drug 1: C1=CN(C=N1)CC(O)(P(=O)(O)O)P(=O)(O)O. Drug 2: C1CN(P(=O)(OC1)NCCCl)CCCl. Cell line: OVCAR-8. Synergy scores: CSS=-1.63, Synergy_ZIP=-1.82, Synergy_Bliss=-5.31, Synergy_Loewe=-5.04, Synergy_HSA=-5.78. (5) Drug 1: C1C(C(OC1N2C=C(C(=O)NC2=O)F)CO)O. Drug 2: CC12CCC3C(C1CCC2O)C(CC4=C3C=CC(=C4)O)CCCCCCCCCS(=O)CCCC(C(F)(F)F)(F)F. Cell line: T-47D. Synergy scores: CSS=2.96, Synergy_ZIP=1.14, Synergy_Bliss=5.97, Synergy_Loewe=-3.42, Synergy_HSA=-1.98. (6) Drug 1: CCC1=C2CN3C(=CC4=C(C3=O)COC(=O)C4(CC)O)C2=NC5=C1C=C(C=C5)O. Drug 2: COC1=C2C(=CC3=C1OC=C3)C=CC(=O)O2. Cell line: MOLT-4. Synergy scores: CSS=78.1, Synergy_ZIP=0.239, Synergy_Bliss=1.13, Synergy_Loewe=-46.0, Synergy_HSA=0.604. (7) Drug 1: C1=CC(=CC=C1CCCC(=O)O)N(CCCl)CCCl. Drug 2: CC1CCCC2(C(O2)CC(NC(=O)CC(C(C(=O)C(C1O)C)(C)C)O)C(=CC3=CSC(=N3)C)C)C. Cell line: COLO 205. Synergy scores: CSS=26.9, Synergy_ZIP=-11.4, Synergy_Bliss=-11.4, Synergy_Loewe=-13.2, Synergy_HSA=-13.2. (8) Drug 1: CC1=C(C(=CC=C1)Cl)NC(=O)C2=CN=C(S2)NC3=CC(=NC(=N3)C)N4CCN(CC4)CCO. Drug 2: CC12CCC3C(C1CCC2OP(=O)(O)O)CCC4=C3C=CC(=C4)OC(=O)N(CCCl)CCCl.[Na+]. Cell line: RPMI-8226. Synergy scores: CSS=0.658, Synergy_ZIP=0.978, Synergy_Bliss=0.462, Synergy_Loewe=1.34, Synergy_HSA=-1.21. (9) Drug 1: CC12CCC3C(C1CCC2=O)CC(=C)C4=CC(=O)C=CC34C. Drug 2: C(CCl)NC(=O)N(CCCl)N=O. Cell line: NCI-H226. Synergy scores: CSS=41.6, Synergy_ZIP=-2.22, Synergy_Bliss=2.71, Synergy_Loewe=0.385, Synergy_HSA=2.04.